Predict the product of the given reaction. From a dataset of Forward reaction prediction with 1.9M reactions from USPTO patents (1976-2016). (1) Given the reactants [F:1][C:2]([F:21])([F:20])[C:3]([C:9]1[CH:14]=[CH:13][C:12]([CH2:15]O)=[C:11]([CH2:17][CH2:18][CH3:19])[CH:10]=1)([OH:8])[C:4]([F:7])([F:6])[F:5].C(N(CC)CC)C.CS(Cl)(=O)=O.[NH2:34][C:35]([CH3:56])([CH3:55])[CH2:36][NH:37][C:38]([NH:40][C:41]1[CH:46]=[CH:45][C:44]([CH2:47][CH:48]2[CH2:53][CH2:52][NH:51][CH2:50][CH2:49]2)=[CH:43][C:42]=1[F:54])=[O:39].C(=O)([O-])[O-].[K+].[K+], predict the reaction product. The product is: [NH2:34][C:35]([CH3:56])([CH3:55])[CH2:36][NH:37][C:38]([NH:40][C:41]1[CH:46]=[CH:45][C:44]([CH2:47][CH:48]2[CH2:53][CH2:52][N:51]([CH2:15][C:12]3[CH:13]=[CH:14][C:9]([C:3]([OH:8])([C:4]([F:7])([F:6])[F:5])[C:2]([F:20])([F:1])[F:21])=[CH:10][C:11]=3[CH2:17][CH2:18][CH3:19])[CH2:50][CH2:49]2)=[CH:43][C:42]=1[F:54])=[O:39]. (2) Given the reactants C([O:5][C:6]([N:8]1[CH2:13][CH:12]=[CH:11][CH2:10][CH2:9]1)=[O:7])(C)(C)C.C1C=C(Cl)C=C(C(OO)=[O:22])C=1.CCOC(C)=O.CCCCCC, predict the reaction product. The product is: [CH:10]12[O:22][CH:11]1[CH2:12][CH2:13][N:8]([C:6]([OH:5])=[O:7])[CH2:9]2. (3) The product is: [Ca+2:46].[C:1]1([C:7]2[CH:11]=[C:10]([C:12]3[CH:17]=[CH:16][CH:15]=[CH:14][CH:13]=3)[N:9]([CH2:18][C:19]3[CH:38]=[CH:37][C:22]([CH2:23][O:24][C:25]4[CH:30]=[CH:29][C:28]([CH2:31][CH2:32][C:33]([O-:35])=[O:34])=[C:27]([F:36])[CH:26]=4)=[CH:21][C:20]=3[O:39][CH:40]([CH3:42])[CH3:41])[N:8]=2)[CH:6]=[CH:5][CH:4]=[CH:3][CH:2]=1.[C:1]1([C:7]2[CH:11]=[C:10]([C:12]3[CH:17]=[CH:16][CH:15]=[CH:14][CH:13]=3)[N:9]([CH2:18][C:19]3[CH:38]=[CH:37][C:22]([CH2:23][O:24][C:25]4[CH:30]=[CH:29][C:28]([CH2:31][CH2:32][C:33]([O-:35])=[O:34])=[C:27]([F:36])[CH:26]=4)=[CH:21][C:20]=3[O:39][CH:40]([CH3:42])[CH3:41])[N:8]=2)[CH:6]=[CH:5][CH:4]=[CH:3][CH:2]=1. Given the reactants [C:1]1([C:7]2[CH:11]=[C:10]([C:12]3[CH:17]=[CH:16][CH:15]=[CH:14][CH:13]=3)[N:9]([CH2:18][C:19]3[CH:38]=[CH:37][C:22]([CH2:23][O:24][C:25]4[CH:30]=[CH:29][C:28]([CH2:31][CH2:32][C:33]([OH:35])=[O:34])=[C:27]([F:36])[CH:26]=4)=[CH:21][C:20]=3[O:39][CH:40]([CH3:42])[CH3:41])[N:8]=2)[CH:6]=[CH:5][CH:4]=[CH:3][CH:2]=1.[OH-].[Na+].[Cl-].[Ca+2:46].[Cl-], predict the reaction product. (4) Given the reactants O([C:9]1[CH:18]=[CH:17][C:16]2[CH2:15][CH2:14][CH2:13][CH2:12][C:11]=2[C:10]=1[N+:19]([O-:21])=[O:20])S(C(F)(F)F)(=O)=O.[NH2:22][C:23]1[CH:24]=[C:25]([CH:28]=[CH:29][CH:30]=1)[C:26]#[N:27].C(=O)([O-])[O-].[K+].[K+].C1(P(C2C=CC=CC=2)C2C=CC=CC=2)C=CC=CC=1, predict the reaction product. The product is: [N+:19]([C:10]1[C:11]2[CH2:12][CH2:13][CH2:14][CH2:15][C:16]=2[CH:17]=[CH:18][C:9]=1[NH:22][C:23]1[CH:24]=[C:25]([CH:28]=[CH:29][CH:30]=1)[C:26]#[N:27])([O-:21])=[O:20]. (5) Given the reactants [NH2:1][C:2]1[CH:12]=[C:11]([CH2:13][N:14]2[CH2:18][CH2:17][C@@H:16]([NH:19][C:20]([O:22][C:23]([CH3:26])([CH3:25])[CH3:24])=[O:21])[CH2:15]2)[C:10]([O:27][C:28]([F:31])([F:30])[F:29])=[CH:9][C:3]=1[C:4]([O:6]CC)=[O:5].NC1C(Br)=CC(C(F)(F)F)=CC=1C(O)=O, predict the reaction product. The product is: [NH2:1][C:2]1[CH:12]=[C:11]([CH2:13][N:14]2[CH2:18][CH2:17][C@@H:16]([NH:19][C:20]([O:22][C:23]([CH3:25])([CH3:26])[CH3:24])=[O:21])[CH2:15]2)[C:10]([O:27][C:28]([F:31])([F:29])[F:30])=[CH:9][C:3]=1[C:4]([OH:6])=[O:5]. (6) Given the reactants [OH:1][C:2]1[CH:9]=[C:8]([O:10][CH:11]2[CH2:16][CH2:15][CH2:14][CH2:13][O:12]2)[CH:7]=[C:6]([CH2:17][O:18][CH3:19])[C:3]=1[CH:4]=[O:5].CCN(CC)CC.[O:27](S(C(F)(F)F)(=O)=O)[S:28]([C:31]([F:34])([F:33])[F:32])(=O)=[O:29], predict the reaction product. The product is: [CH:4]([C:3]1[C:6]([CH2:17][O:18][CH3:19])=[CH:7][C:8]([O:10][CH:11]2[CH2:16][CH2:15][CH2:14][CH2:13][O:12]2)=[CH:9][C:2]=1[O:1][S:28]([C:31]([F:34])([F:33])[F:32])(=[O:29])=[O:27])=[O:5]. (7) Given the reactants CCN(C(C)C)C(C)C.C(OC([N:15]1[C:19]2[C:20]([CH3:24])([CH3:23])[NH:21][CH2:22][C:18]=2[C:17]([NH:25][C:26](=[O:35])[C:27]2[CH:32]=[CH:31][C:30]([Cl:33])=[C:29]([Cl:34])[CH:28]=2)=[N:16]1)=O)C.[F:36][C:37]1([C:44](Cl)=[O:45])[CH2:42][CH2:41][N:40]([CH3:43])[CH2:39][CH2:38]1, predict the reaction product. The product is: [Cl:34][C:29]1[CH:28]=[C:27]([CH:32]=[CH:31][C:30]=1[Cl:33])[C:26]([NH:25][C:17]1[C:18]2[CH2:22][N:21]([C:44]([C:37]3([F:36])[CH2:42][CH2:41][N:40]([CH3:43])[CH2:39][CH2:38]3)=[O:45])[C:20]([CH3:24])([CH3:23])[C:19]=2[NH:15][N:16]=1)=[O:35].